Dataset: Forward reaction prediction with 1.9M reactions from USPTO patents (1976-2016). Task: Predict the product of the given reaction. (1) The product is: [C:26]1([S:32]([NH:1][C:2]2[CH:11]=[CH:10][C:9]3[C:4](=[CH:5][CH:6]=[CH:7][CH:8]=3)[C:3]=2[C:12]([OH:14])=[O:13])(=[O:34])=[O:33])[CH:31]=[CH:30][CH:29]=[CH:28][CH:27]=1. Given the reactants [NH2:1][C:2]1[CH:11]=[CH:10][C:9]2[C:4](=[CH:5][CH:6]=[CH:7][CH:8]=2)[C:3]=1[C:12]([OH:14])=[O:13].Cl[Si](C)(C)C.N1C=CC=CC=1.[C:26]1([S:32](Cl)(=[O:34])=[O:33])[CH:31]=[CH:30][CH:29]=[CH:28][CH:27]=1, predict the reaction product. (2) Given the reactants C([NH:11][CH2:12][C:13](=[O:34])[CH2:14][CH2:15][C:16]([O:18][CH2:19][CH2:20][CH2:21][CH2:22][CH2:23][C:24]([O:26]CC1C=CC=CC=1)=[O:25])=[O:17])(OCC1C=CC=CC=1)=O.[ClH:35].[H][H], predict the reaction product. The product is: [ClH:35].[NH2:11][CH2:12][C:13](=[O:34])[CH2:14][CH2:15][C:16]([O:18][CH2:19][CH2:20][CH2:21][CH2:22][CH2:23][C:24]([OH:26])=[O:25])=[O:17]. (3) The product is: [CH:1]1[C:9]2[C:8]3[CH:10]=[CH:11][CH:12]=[CH:13][C:7]=3[S:6][C:5]=2[C:4]([B:33]([C:22]2[C:23]3[S:24][C:25]4[CH:31]=[CH:30][CH:29]=[CH:28][C:26]=4[C:27]=3[CH:19]=[CH:20][CH:21]=2)[OH:34])=[CH:3][CH:2]=1. Given the reactants [CH:1]1[C:9]2[C:8]3[CH:10]=[CH:11][CH:12]=[CH:13][C:7]=3[S:6][C:5]=2[CH:4]=[CH:3][CH:2]=1.C([Li])CCC.[CH:19]1[C:27]2[C:26]3[CH:28]=[CH:29][CH:30]=[CH:31][C:25]=3[S:24][C:23]=2[C:22]([Li])=[CH:21][CH:20]=1.[B:33](OC(C)(C)C)(OC(C)(C)C)[O:34]C(C)(C)C, predict the reaction product. (4) The product is: [CH3:5][C:4]([C:6]1[CH:7]=[CH:8][C:9]([C:12]2[CH:17]=[CH:16][C:15]([N:18]3[C:22]([NH:23][C:24]([O:26][C@@H:27]([C:29]4[CH:30]=[CH:31][CH:32]=[CH:33][CH:34]=4)[CH3:28])=[O:25])=[C:21]([CH3:35])[N:20]=[N:19]3)=[CH:14][CH:13]=2)=[CH:10][CH:11]=1)([CH3:36])[C:3]([OH:37])=[O:2]. Given the reactants C[O:2][C:3](=[O:37])[C:4]([CH3:36])([C:6]1[CH:11]=[CH:10][C:9]([C:12]2[CH:17]=[CH:16][C:15]([N:18]3[C:22]([NH:23][C:24]([O:26][C@@H:27]([C:29]4[CH:34]=[CH:33][CH:32]=[CH:31][CH:30]=4)[CH3:28])=[O:25])=[C:21]([CH3:35])[N:20]=[N:19]3)=[CH:14][CH:13]=2)=[CH:8][CH:7]=1)[CH3:5].C1COCC1.CO.[OH-].[Na+], predict the reaction product. (5) Given the reactants [Br:1][C:2]1[C:7](=[O:8])[N:6]([CH2:9][CH2:10][CH2:11][C:12](O)=[O:13])[N:5]=[CH:4][C:3]=1[NH:15][C@@H:16]1[CH2:21][C@@H:20]2[CH2:22][C@@H:18]([C:19]2([CH3:24])[CH3:23])[C@H:17]1[CH3:25].Cl.CN(C)CCCN=C=NCC.C(N(CC)CC)C.[N:45]1[CH:50]=[CH:49][C:48]([CH2:51][NH2:52])=[CH:47][CH:46]=1, predict the reaction product. The product is: [Br:1][C:2]1[C:7](=[O:8])[N:6]([CH2:9][CH2:10][CH2:11][C:12]([NH:52][CH2:51][C:48]2[CH:49]=[CH:50][N:45]=[CH:46][CH:47]=2)=[O:13])[N:5]=[CH:4][C:3]=1[NH:15][C@@H:16]1[CH2:21][C@@H:20]2[CH2:22][C@@H:18]([C:19]2([CH3:23])[CH3:24])[C@H:17]1[CH3:25]. (6) Given the reactants [ClH:1].[NH:2]1[CH2:5][CH:4]([O:6][C:7]2[CH:8]=[CH:9][CH:10]=[C:11]3[C:16]=2N[CH2:14][CH2:13][CH2:12]3)[CH2:3]1.N1CC(OC2C=CC=C3C=2N(C(C2C=CC=CC=2)C2C=CC=CC=2)CC=C3)C1, predict the reaction product. The product is: [ClH:1].[CH2:12]1[C:11]2[C:16](=[C:7]([O:6][CH:4]3[CH2:5][NH:2][CH2:3]3)[CH:8]=[CH:9][CH:10]=2)[CH2:14][CH2:13]1. (7) Given the reactants [CH3:1][O:2][C:3]1[CH:8]=[CH:7][C:6]([CH:9]([C:11]2[CH:16]=[CH:15][C:14]([O:17][CH2:18][CH:19]3[CH2:24][CH:23]([O:25][CH2:26][CH2:27][CH2:28][CH2:29][CH2:30][CH2:31][CH2:32][CH2:33][CH2:34][CH2:35][CH2:36][CH2:37][CH2:38][CH2:39][CH2:40][CH2:41][CH2:42][CH3:43])[CH:22]([O:44][CH2:45][CH2:46][CH2:47][CH2:48][CH2:49][CH2:50][CH2:51][CH2:52][CH2:53][CH2:54][CH2:55][CH2:56][CH2:57][CH2:58][CH2:59][CH2:60][CH2:61][CH3:62])[CH:21]([O:63][CH2:64][CH2:65][CH2:66][CH2:67][CH2:68][CH2:69][CH2:70][CH2:71][CH2:72][CH2:73][CH2:74][CH2:75][CH2:76][CH2:77][CH2:78][CH2:79][CH2:80][CH3:81])[CH2:20]3)=[CH:13][CH:12]=2)O)=[CH:5][CH:4]=1.[C:82](=[O:87])([O:84][CH2:85][CH3:86])[NH2:83].CS(O)(=O)=O.C(=O)([O-])[O-].[Na+].[Na+], predict the reaction product. The product is: [CH2:85]([O:84][C:82](=[O:87])[NH:83][CH:9]([C:6]1[CH:7]=[CH:8][C:3]([O:2][CH3:1])=[CH:4][CH:5]=1)[C:11]1[CH:12]=[CH:13][C:14]([O:17][CH2:18][CH:19]2[CH2:24][CH:23]([O:25][CH2:26][CH2:27][CH2:28][CH2:29][CH2:30][CH2:31][CH2:32][CH2:33][CH2:34][CH2:35][CH2:36][CH2:37][CH2:38][CH2:39][CH2:40][CH2:41][CH2:42][CH3:43])[CH:22]([O:44][CH2:45][CH2:46][CH2:47][CH2:48][CH2:49][CH2:50][CH2:51][CH2:52][CH2:53][CH2:54][CH2:55][CH2:56][CH2:57][CH2:58][CH2:59][CH2:60][CH2:61][CH3:62])[CH:21]([O:63][CH2:64][CH2:65][CH2:66][CH2:67][CH2:68][CH2:69][CH2:70][CH2:71][CH2:72][CH2:73][CH2:74][CH2:75][CH2:76][CH2:77][CH2:78][CH2:79][CH2:80][CH3:81])[CH2:20]2)=[CH:15][CH:16]=1)[CH3:86].